This data is from Forward reaction prediction with 1.9M reactions from USPTO patents (1976-2016). The task is: Predict the product of the given reaction. (1) The product is: [F:14][C:11]1[CH:10]=[CH:9][C:8]([NH:3][CH2:4][C:5]([OH:7])=[O:6])=[CH:13][CH:12]=1. Given the reactants C([N:3]([C:8]1[CH:13]=[CH:12][C:11]([F:14])=[CH:10][CH:9]=1)[CH2:4][C:5]([OH:7])=[O:6])C.[Li+].[OH-], predict the reaction product. (2) Given the reactants [OH:1][CH2:2][C:3]1[C:8]([CH3:9])=[CH:7][C:6]([NH:10][C:11]([CH2:13][CH2:14][CH2:15][CH2:16][N:17]([CH3:44])[C:18]([CH2:20][CH2:21][N:22]2[CH2:27][CH2:26][CH:25]([O:28][C:29](=[O:43])[NH:30][C:31]3[CH:36]=[CH:35][CH:34]=[CH:33][C:32]=3[C:37]3[CH:42]=[CH:41][CH:40]=[CH:39][CH:38]=3)[CH2:24][CH2:23]2)=[O:19])=[O:12])=[C:5]([CH3:45])[CH:4]=1.CS(C)=O.C(N(CC)C(C)C)(C)C.O, predict the reaction product. The product is: [CH:2]([C:3]1[C:8]([CH3:9])=[CH:7][C:6]([NH:10][C:11]([CH2:13][CH2:14][CH2:15][CH2:16][N:17]([CH3:44])[C:18]([CH2:20][CH2:21][N:22]2[CH2:23][CH2:24][CH:25]([O:28][C:29](=[O:43])[NH:30][C:31]3[CH:36]=[CH:35][CH:34]=[CH:33][C:32]=3[C:37]3[CH:42]=[CH:41][CH:40]=[CH:39][CH:38]=3)[CH2:26][CH2:27]2)=[O:19])=[O:12])=[C:5]([CH3:45])[CH:4]=1)=[O:1]. (3) Given the reactants C(O[C:6]([N:8]1[CH2:12][C:11](=[N:13][O:14][CH3:15])[CH2:10][C@H:9]1[C:16]([OH:18])=O)=[O:7])(C)(C)C.[N:19]1[CH:24]=[CH:23][CH:22]=[C:21]([C:25]2[CH:33]=[CH:32][C:28](C(O)=O)=[CH:27][CH:26]=2)[CH:20]=1.[NH:34]1[CH2:39][CH2:38][CH2:37][CH:36]([OH:40])[CH2:35]1, predict the reaction product. The product is: [CH3:15][O:14][N:13]=[C:11]1[CH2:10][C@@H:9]([C:16]([N:34]2[CH2:39][CH2:38][CH2:37][CH:36]([OH:40])[CH2:35]2)=[O:18])[N:8]([C:6](=[O:7])[C:28]2[CH:27]=[CH:26][C:25]([C:21]3[CH:20]=[N:19][CH:24]=[CH:23][CH:22]=3)=[CH:33][CH:32]=2)[CH2:12]1.